This data is from Full USPTO retrosynthesis dataset with 1.9M reactions from patents (1976-2016). The task is: Predict the reactants needed to synthesize the given product. (1) Given the product [Cl:1][C:2]1[CH:7]=[CH:6][C:5]([O:8][CH2:20][CH2:21][C:22]2[CH:27]=[CH:26][CH:25]=[CH:24][CH:23]=2)=[C:4]([C:9]([CH:17]2[CH2:19][CH2:18]2)([OH:16])[CH2:10][N:11]2[CH:15]=[CH:14][N:13]=[CH:12]2)[CH:3]=1, predict the reactants needed to synthesize it. The reactants are: [Cl:1][C:2]1[CH:7]=[CH:6][C:5]([OH:8])=[C:4]([C:9]([CH:17]2[CH2:19][CH2:18]2)([OH:16])[CH2:10][N:11]2[CH:15]=[CH:14][N:13]=[CH:12]2)[CH:3]=1.[CH2:20](Cl)[CH2:21][C:22]1[CH:27]=[CH:26][CH:25]=[CH:24][CH:23]=1. (2) Given the product [Br:25][C:20]1[C:21]([CH3:24])=[N:22][O:23][C:19]=1[NH:18][S:2]([C:5]1[S:9][C:8]([C:10]2[CH:15]=[CH:14][C:13]([O:16][CH3:17])=[CH:12][CH:11]=2)=[CH:7][CH:6]=1)(=[O:4])=[O:3], predict the reactants needed to synthesize it. The reactants are: Cl[S:2]([C:5]1[S:9][C:8]([C:10]2[CH:15]=[CH:14][C:13]([O:16][CH3:17])=[CH:12][CH:11]=2)=[CH:7][CH:6]=1)(=[O:4])=[O:3].[NH2:18][C:19]1[O:23][N:22]=[C:21]([CH3:24])[C:20]=1[Br:25].